From a dataset of Full USPTO retrosynthesis dataset with 1.9M reactions from patents (1976-2016). Predict the reactants needed to synthesize the given product. (1) Given the product [NH2:24][C@@:23]([C:18]1[CH:17]=[CH:16][C:15]2[C:20](=[CH:21][CH:22]=[C:13]([O:12][C@H:9]3[CH2:10][CH2:11][C@H:6]([CH:1]4[CH2:5][CH2:4][CH2:3][CH2:2]4)[CH2:7][CH2:8]3)[C:14]=2[C:30]([F:32])([F:33])[F:31])[CH:19]=1)([CH3:29])[CH2:27][OH:26], predict the reactants needed to synthesize it. The reactants are: [CH:1]1([CH:6]2[CH2:11][CH2:10][CH:9]([O:12][C:13]3[C:14]([C:30]([F:33])([F:32])[F:31])=[C:15]4[C:20](=[CH:21][CH:22]=3)[CH:19]=[C:18]([C@:23]3([CH3:29])[CH2:27][O:26]C(=O)[NH:24]3)[CH:17]=[CH:16]4)[CH2:8][CH2:7]2)[CH2:5][CH2:4][CH2:3][CH2:2]1.O.[OH-].[Li+].O. (2) Given the product [CH2:10]([C:9]([CH2:14][CH3:13])=[C:8]([C:5]1[CH:4]=[N:24][CH:2]=[N:7][CH:6]=1)[C:22]#[N:23])[CH3:11], predict the reactants needed to synthesize it. The reactants are: Cl[C:2]1[N:7]=[CH:6][C:5]([C:8]([C:22]#[N:23])=[C:9]2[CH2:14][CH2:13]N(C(OC(C)(C)C)=O)[CH2:11][CH2:10]2)=[CH:4]C=1.[N:24]1C=C(CC#N)C=NC=1. (3) Given the product [CH2:18]([O:11][C:10]([C:2]1[NH:1][C:5]2=[N:6][CH:7]=[CH:8][CH:9]=[C:4]2[CH:3]=1)=[O:12])[CH3:19], predict the reactants needed to synthesize it. The reactants are: [NH:1]1[C:5]2=[N:6][CH:7]=[CH:8][CH:9]=[C:4]2[CH:3]=[C:2]1[C:10]([OH:12])=[O:11].OS(O)(=O)=O.[CH3:18][CH2:19]O. (4) Given the product [C:12]([O:11][C:9]1[CH:8]=[C:7]([CH:15]=[CH:16][C:17]2[CH:22]=[CH:21][C:20]([OH:23])=[CH:19][CH:18]=2)[CH:6]=[C:5]([O:4][C:1](=[O:3])[CH3:2])[CH:10]=1)(=[O:14])[CH3:13], predict the reactants needed to synthesize it. The reactants are: [C:1]([O:4][C:5]1[CH:6]=[C:7]([CH:15]=[CH:16][C:17]2[CH:22]=[CH:21][C:20]([O:23]C(=O)CCl)=[CH:19][CH:18]=2)[CH:8]=[C:9]([O:11][C:12](=[O:14])[CH3:13])[CH:10]=1)(=[O:3])[CH3:2].Cl.